Predict the reaction yield, written as a fraction of the theoretical maximum amount of product (1.0 means a 100% yield; for example, 0.34 means a 34% yield). From a dataset of Reaction yield outcomes from USPTO patents with 853,638 reactions. (1) The reactants are [OH-].[Na+].C([O:5][C:6](=[O:22])[CH2:7][C:8]([NH:10][C:11]1[O:15][N:14]=[C:13]([C:16]2[CH:21]=[CH:20][CH:19]=[CH:18][CH:17]=2)[CH:12]=1)=[O:9])C. The catalyst is C1COCC1.O. The product is [C:16]1([C:13]2[CH:12]=[C:11]([NH:10][C:8](=[O:9])[CH2:7][C:6]([OH:22])=[O:5])[O:15][N:14]=2)[CH:17]=[CH:18][CH:19]=[CH:20][CH:21]=1. The yield is 0.643. (2) The catalyst is CO.CN(C=O)C.[Ni]. The product is [F:42][C:27]1([F:26])[O:31][C:30]2[CH:32]=[CH:33][C:34]([C:36]3([C:39]([NH:3][C@@H:4]4[CH2:9][C@@H:8]([C:10]5[CH:11]=[CH:12][CH:13]=[CH:14][CH:15]=5)[O:7][C@@H:6]([C:16]5[CH:17]=[CH:18][C:19]([C:20]([O:22][CH3:23])=[O:21])=[CH:24][CH:25]=5)[CH2:5]4)=[O:40])[CH2:37][CH2:38]3)=[CH:35][C:29]=2[O:28]1. The yield is 0.750. The reactants are CO[N:3]=[C:4]1[CH2:9][C@@H:8]([C:10]2[CH:15]=[CH:14][CH:13]=[CH:12][CH:11]=2)[O:7][C@@H:6]([C:16]2[CH:25]=[CH:24][C:19]([C:20]([O:22][CH3:23])=[O:21])=[CH:18][CH:17]=2)[CH2:5]1.[F:26][C:27]1([F:42])[O:31][C:30]2[CH:32]=[CH:33][C:34]([C:36]3([C:39](O)=[O:40])[CH2:38][CH2:37]3)=[CH:35][C:29]=2[O:28]1.F[P-](F)(F)(F)(F)F.CN(C(N(C)C)=[N+]1C2C(=NC=CC=2)[N+]([O-])=N1)C.N[C@@H]1C[C@@H](C2C=CC=CC=2)O[C@@H](C2C=CC(C(OC)=O)=CC=2)C1.C(N(C(C)C)C(C)C)C. (3) The yield is 0.950. The reactants are [CH:1]1([C:4]([C:6]2[CH:11]=[CH:10][C:9]([C:12]([CH3:20])(C)[C:13](N(C)OC)=O)=[CH:8][CH:7]=2)=[O:5])[CH2:3][CH2:2]1.[BrH:21].[C:22](=[O:25])([O-])[OH:23].[Na+]. The catalyst is O. The product is [Br:21][CH2:3][CH2:2][CH2:1][C:4]([C:6]1[CH:11]=[CH:10][C:9]([C:12]([CH3:20])([CH3:13])[C:22]([OH:23])=[O:25])=[CH:8][CH:7]=1)=[O:5]. (4) The reactants are [CH3:1][C:2]1([C:18]([OH:20])=O)[CH2:7][CH2:6][N:5]([C:8]2[C:9]3[C:16]([CH3:17])=[CH:15][NH:14][C:10]=3[N:11]=[CH:12][N:13]=2)[CH2:4][CH2:3]1.CN([P+](ON1N=NC2C=CC=CC1=2)(N(C)C)N(C)C)C.F[P-](F)(F)(F)(F)F.C(N(CC)CC)C.[CH3:55][O:56][C:57]1[CH:58]=[C:59]([CH:61]=[CH:62][CH:63]=1)[NH2:60]. The catalyst is CN(C=O)C. The product is [CH3:55][O:56][C:57]1[CH:58]=[C:59]([NH:60][C:18]([C:2]2([CH3:1])[CH2:7][CH2:6][N:5]([C:8]3[C:9]4[C:16]([CH3:17])=[CH:15][NH:14][C:10]=4[N:11]=[CH:12][N:13]=3)[CH2:4][CH2:3]2)=[O:20])[CH:61]=[CH:62][CH:63]=1. The yield is 0.330. (5) The reactants are ClC1[CH:3]=[CH:4][C:5]([S:23][S:23][C:5]2[CH:4]=[CH:3]C(Cl)=[CH:7][C:6]=2[NH:8][S:9]([C:12]2[CH:17]=[CH:16][C:15]([Cl:18])=[C:14]([C:19]([F:22])([F:21])[F:20])[CH:13]=2)(=[O:11])=[O:10])=[C:6]([NH:8][S:9]([C:12]2[CH:17]=[CH:16][C:15]([Cl:18])=[C:14]([C:19]([F:22])([F:21])[F:20])[CH:13]=2)(=[O:11])=[O:10])[CH:7]=1.C([O-])(O)=O.[Na+].[C:52]1(P(C2C=CC=CC=2)C2C=CC=CC=2)C=CC=C[CH:53]=1.C(I)C.[CH2:74]([Cl:76])Cl. The catalyst is CCOC(C)=O. The product is [Cl:18][C:15]1[CH:16]=[CH:17][C:12]([S:9]([NH:8][C:6]2[CH:7]=[C:74]([Cl:76])[CH:3]=[CH:4][C:5]=2[S:23][CH2:52][CH3:53])(=[O:11])=[O:10])=[CH:13][C:14]=1[C:19]([F:21])([F:22])[F:20]. The yield is 0.590. (6) The reactants are Br[C:2]1[CH:3]=[C:4]([N:8]2[C:12]3=[N:13][CH:14]=[CH:15][CH:16]=[C:11]3[C:10]([C:17]([NH2:19])=[O:18])=[N:9]2)[CH:5]=[CH:6][CH:7]=1.[CH3:20][C:21]1[O:25][C:24]([C@:26]([OH:30])([C:28]#[CH:29])[CH3:27])=[N:23][N:22]=1. No catalyst specified. The product is [OH:30][C@:26]([C:24]1[O:25][C:21]([CH3:20])=[N:22][N:23]=1)([CH3:27])[C:28]#[C:29][C:2]1[CH:3]=[C:4]([N:8]2[C:12]3=[N:13][CH:14]=[CH:15][CH:16]=[C:11]3[C:10]([C:17]([NH2:19])=[O:18])=[N:9]2)[CH:5]=[CH:6][CH:7]=1. The yield is 0.370. (7) The reactants are C(N(C(C)C)CC)(C)C.Cl.[S:11]1[CH:15]=[CH:14][C:13]([CH2:16][CH2:17][NH2:18])=[CH:12]1.Cl[C:20]([O:22][CH2:23][CH3:24])=[O:21]. The catalyst is ClCCl. The product is [CH2:23]([O:22][C:20](=[O:21])[NH:18][CH2:17][CH2:16][C:13]1[CH:14]=[CH:15][S:11][CH:12]=1)[CH3:24]. The yield is 0.600.